From a dataset of Full USPTO retrosynthesis dataset with 1.9M reactions from patents (1976-2016). Predict the reactants needed to synthesize the given product. Given the product [Si:27]([O:21][CH2:20][C@@H:19]([OH:22])[CH2:18][O:17][CH2:1][CH2:2][CH2:3][CH2:4][CH2:5][CH2:6][CH2:7][CH2:8][CH2:9][CH2:10][CH2:11][CH2:12][CH2:13][CH2:14][CH2:15][CH3:16])([C:24]([CH3:26])([CH3:25])[CH3:23])([CH3:29])[CH3:28], predict the reactants needed to synthesize it. The reactants are: [CH2:1]([O:17][CH2:18][C@H:19]([OH:22])[CH2:20][OH:21])[CH2:2][CH2:3][CH2:4][CH2:5][CH2:6][CH2:7][CH2:8][CH2:9][CH2:10][CH2:11][CH2:12][CH2:13][CH2:14][CH2:15][CH3:16].[CH3:23][C:24]([Si:27](Cl)([CH3:29])[CH3:28])([CH3:26])[CH3:25].CCN(CC)CC.O.